Dataset: Reaction yield outcomes from USPTO patents with 853,638 reactions. Task: Predict the reaction yield, written as a fraction of the theoretical maximum amount of product (1.0 means a 100% yield; for example, 0.34 means a 34% yield). (1) The reactants are N[C:2]1[CH:7]=[C:6]([C:8]([O:10][CH3:11])=[O:9])[CH:5]=[CH:4][C:3]=1[C:12]1[CH:17]=[C:16]([O:18][CH3:19])[CH:15]=[CH:14][C:13]=1[F:20].COCCOC.S(=O)(=O)(O)O.N([O-])=O.[Na+].[I-:36].[Na+]. The catalyst is O. The product is [F:20][C:13]1[CH:14]=[CH:15][C:16]([O:18][CH3:19])=[CH:17][C:12]=1[C:3]1[CH:4]=[CH:5][C:6]([C:8]([O:10][CH3:11])=[O:9])=[CH:7][C:2]=1[I:36]. The yield is 0.580. (2) The reactants are [Br:1][C:2]1[CH:3]=[C:4]2[C:8](=[CH:9][C:10]=1[N+:11]([O-:13])=[O:12])[NH:7][CH2:6][CH2:5]2.C(C1C(=O)C(Cl)=C(Cl)C(=O)C=1C#N)#N. The catalyst is O1CCOCC1. The product is [Br:1][C:2]1[CH:3]=[C:4]2[C:8](=[CH:9][C:10]=1[N+:11]([O-:13])=[O:12])[NH:7][CH:6]=[CH:5]2. The yield is 0.380. (3) The catalyst is CN(C)C=O. The product is [CH2:23]([CH:22]1[CH2:24][CH:11]([OH:14])[CH2:19][CH2:20][N:21]1[C:2]1[CH:7]=[CH:6][C:5]([N+:8]([O-:10])=[O:9])=[CH:4][CH:3]=1)[CH3:18]. The reactants are F[C:2]1[CH:7]=[CH:6][C:5]([N+:8]([O-:10])=[O:9])=[CH:4][CH:3]=1.[C:11](=[O:14])([O-])[O-].[K+].[K+].O[CH:18]1[CH2:23][CH2:22][NH:21][CH2:20][CH2:19]1.[CH:24](Cl)(Cl)Cl. The yield is 0.780.